From a dataset of Reaction yield outcomes from USPTO patents with 853,638 reactions. Predict the reaction yield, written as a fraction of the theoretical maximum amount of product (1.0 means a 100% yield; for example, 0.34 means a 34% yield). (1) The reactants are [Cl:1][C:2]1[C:18]([Cl:19])=[CH:17][C:5]2[N:6]([CH2:9][CH:10]([OH:16])[CH2:11][C:12]([CH3:15])([CH3:14])[CH3:13])[CH:7]=[N:8][C:4]=2[CH:3]=1.C(Cl)Cl.Cl[C:24]([O:26][C:27]1[CH:32]=[CH:31][C:30]([N+:33]([O-:35])=[O:34])=[CH:29][CH:28]=1)=[O:25]. The catalyst is N1C=CC=CC=1.C(OCC)(=O)C. The product is [C:24](=[O:25])([O:26][C:27]1[CH:28]=[CH:29][C:30]([N+:33]([O-:35])=[O:34])=[CH:31][CH:32]=1)[O:16][CH:10]([CH2:9][N:6]1[C:5]2[CH:17]=[C:18]([Cl:19])[C:2]([Cl:1])=[CH:3][C:4]=2[N:8]=[CH:7]1)[CH2:11][C:12]([CH3:15])([CH3:14])[CH3:13]. The yield is 0.770. (2) The reactants are [Mg].[C:2]([C:6]1[CH:11]=[CH:10][C:9]([N:12]2[CH:17]3[CH2:18][CH2:19][CH:13]2[CH2:14][C:15](=[CH:20][C:21]#[N:22])[CH2:16]3)=[CH:8][CH:7]=1)([CH3:5])([CH3:4])[CH3:3].[Cl-].[NH4+]. The catalyst is CO. The product is [C:2]([C:6]1[CH:11]=[CH:10][C:9]([N:12]2[CH:17]3[CH2:18][CH2:19][CH:13]2[CH2:14][CH:15]([CH2:20][C:21]#[N:22])[CH2:16]3)=[CH:8][CH:7]=1)([CH3:5])([CH3:3])[CH3:4]. The yield is 0.780. (3) The product is [CH3:1][C:2]1[CH:9]=[C:8]([C:10]2[N:14]=[C:13]([C:15]3[O:19][N:18]=[C:17]([C:20]4[CH:21]=[CH:22][CH:23]=[CH:24][CH:25]=4)[C:16]=3[C:26]([F:28])([F:27])[F:29])[O:12][N:11]=2)[CH:7]=[CH:6][C:3]=1[CH2:4][N:30]1[CH2:33][CH:32]([C:34]([OH:36])=[O:35])[CH2:31]1. The reactants are [CH3:1][C:2]1[CH:9]=[C:8]([C:10]2[N:14]=[C:13]([C:15]3[O:19][N:18]=[C:17]([C:20]4[CH:25]=[CH:24][CH:23]=[CH:22][CH:21]=4)[C:16]=3[C:26]([F:29])([F:28])[F:27])[O:12][N:11]=2)[CH:7]=[CH:6][C:3]=1[CH:4]=O.[NH:30]1[CH2:33][CH:32]([C:34]([OH:36])=[O:35])[CH2:31]1.C([BH3-])#N.[Na+]. The yield is 0.520. The catalyst is CO.ClC(Cl)C.C(O)(=O)C.ClCCl. (4) The product is [OH:15][CH2:14][C:12]1[N:13]=[C:9]([NH:8][C:6](=[O:7])[O:5][C:1]([CH3:3])([CH3:2])[CH3:4])[S:10][CH:11]=1. The catalyst is C1COCC1.C(=O)=O.C(#N)C. The yield is 0.720. The reactants are [C:1]([O:5][C:6]([NH:8][C:9]1[S:10][CH:11]=[C:12]([C:14](OCC)=[O:15])[N:13]=1)=[O:7])([CH3:4])([CH3:3])[CH3:2].[Li+].[B-](CC)(CC)CC.